The task is: Predict the reactants needed to synthesize the given product.. This data is from Full USPTO retrosynthesis dataset with 1.9M reactions from patents (1976-2016). (1) The reactants are: [C:1]1([CH3:19])[C:2]([S:7]([NH:10][C:11]2[CH:15]=[CH:14][S:13][C:12]=2[C:16]([OH:18])=[O:17])(=[O:9])=[O:8])=[CH:3][CH:4]=[CH:5][CH:6]=1.OS(O)(=O)=O. Given the product [C:1]([O:17][C:16]([C:12]1[S:13][CH:14]=[CH:15][C:11]=1[NH:10][S:7]([C:2]1[C:1]([CH3:19])=[CH:6][CH:5]=[CH:4][CH:3]=1)(=[O:9])=[O:8])=[O:18])([CH3:19])([CH3:2])[CH3:6], predict the reactants needed to synthesize it. (2) Given the product [CH3:1][O:2][C:3]1[CH:4]=[CH:5][C:6]([CH2:7][N:8]2[C:17]3[C:12](=[N:13][CH:14]=[C:15]([N:18]4[CH2:21][C:20](=[O:22])[CH2:19]4)[CH:16]=3)[CH:11]=[CH:10][C:9]2=[O:23])=[CH:24][CH:25]=1, predict the reactants needed to synthesize it. The reactants are: [CH3:1][O:2][C:3]1[CH:25]=[CH:24][C:6]([CH2:7][N:8]2[C:17]3[C:12](=[N:13][CH:14]=[C:15]([N:18]4[CH2:21][CH:20]([OH:22])[CH2:19]4)[CH:16]=3)[CH:11]=[CH:10][C:9]2=[O:23])=[CH:5][CH:4]=1.CCN(CC)CC.S(=O)(=O)=O.N1C=CC=CC=1.CO. (3) The reactants are: [NH2:1][C:2]1[N:3]=[C:4](Cl)[C:5]2[CH:10]=[CH:9][N:8]([C@@H:11]3[O:16][C@H:15]([CH2:17][OH:18])[C@@H:13]([OH:14])[C@H:12]3[F:19])[C:6]=2[N:7]=1.Cl.[OH-:22].[Na+]. Given the product [NH2:1][C:2]1[NH:3][C:4](=[O:22])[C:5]2[CH:10]=[CH:9][N:8]([C@@H:11]3[O:16][C@H:15]([CH2:17][OH:18])[C@@H:13]([OH:14])[C@H:12]3[F:19])[C:6]=2[N:7]=1, predict the reactants needed to synthesize it. (4) Given the product [CH3:1][C:2]1[CH:7]=[CH:6][CH:5]=[C:4]([CH3:8])[C:3]=1[CH:9]=[CH:10][CH2:11][CH2:12][CH2:13][CH2:14][CH2:15][CH2:16][CH2:17][C:18]([Cl:24])=[O:20], predict the reactants needed to synthesize it. The reactants are: [CH3:1][C:2]1[CH:7]=[CH:6][CH:5]=[C:4]([CH3:8])[C:3]=1[CH:9]=[CH:10][CH2:11][CH2:12][CH2:13][CH2:14][CH2:15][CH2:16][CH2:17][C:18]([OH:20])=O.C(Cl)(=O)C([Cl:24])=O. (5) Given the product [CH2:1]([N:5]1[C:13]2[N:12]=[C:11]([Cl:14])[NH:10][C:9]=2[C:8](=[O:18])[N:7]([CH2:27][CH2:28][CH2:29][CH2:30][C:31]([O:33][CH2:34][CH3:35])=[O:32])[C:6]1=[O:19])[CH2:2][CH2:3][CH3:4], predict the reactants needed to synthesize it. The reactants are: [CH2:1]([N:5]1[C:13]2[N:12]=[C:11]([Cl:14])[N:10](CC=C)[C:9]=2[C:8](=[O:18])[NH:7][C:6]1=[O:19])[CH2:2][CH2:3][CH3:4].C([O-])([O-])=O.[Cs+].[Cs+].Br[CH2:27][CH2:28][CH2:29][CH2:30][C:31]([O:33][CH2:34][CH3:35])=[O:32].N1CCOCC1.Cl. (6) Given the product [F:38][C:37]1[C:32]([NH:18][CH2:17][C@@H:16]2[CH2:15][C@@H:14]3[C@@H:12]([CH2:13]3)[CH2:11][N:10]2[C:8]([C:6]2[C:5]([C:19]3[N:24]=[CH:23][CH:22]=[CH:21][N:20]=3)=[CH:4][CH:3]=[C:2]([CH3:1])[N:7]=2)=[O:9])=[N:33][CH:34]=[C:35]([C:39]([F:41])([F:40])[F:42])[CH:36]=1, predict the reactants needed to synthesize it. The reactants are: [CH3:1][C:2]1[N:7]=[C:6]([C:8]([N:10]2[C@H:16]([CH2:17][NH2:18])[CH2:15][C@@H:14]3[C@@H:12]([CH2:13]3)[CH2:11]2)=[O:9])[C:5]([C:19]2[N:24]=[CH:23][CH:22]=[CH:21][N:20]=2)=[CH:4][CH:3]=1.C(=O)([O-])[O-].[K+].[K+].F[C:32]1[C:37]([F:38])=[CH:36][C:35]([C:39]([F:42])([F:41])[F:40])=[CH:34][N:33]=1.